Task: Predict which catalyst facilitates the given reaction.. Dataset: Catalyst prediction with 721,799 reactions and 888 catalyst types from USPTO (1) Reactant: [H-].[Al+3].[Li+].[H-].[H-].[H-].[Cl-].[Al+3].[Cl-].[Cl-].[Cl:11][C:12]1[C:17]([O:18][CH3:19])=[C:16]([O:20][CH3:21])[CH:15]=[CH:14][C:13]=1/[CH:22]=[CH:23]/[N+:24]([O-])=O.Cl. Product: [Cl:11][C:12]1[C:17]([O:18][CH3:19])=[C:16]([O:20][CH3:21])[CH:15]=[CH:14][C:13]=1[CH2:22][CH2:23][NH2:24]. The catalyst class is: 30. (2) Reactant: [Cl:1][C:2]1[CH:8]=[C:7]([Cl:9])[C:6]([O:10][CH3:11])=[CH:5][C:3]=1[NH2:4].[C:12]([CH2:14][C:15](O)=[O:16])#[N:13].C(N=C=NC(C)C)(C)C.CO. Product: [C:12]([CH2:14][C:15]([NH:4][C:3]1[CH:5]=[C:6]([O:10][CH3:11])[C:7]([Cl:9])=[CH:8][C:2]=1[Cl:1])=[O:16])#[N:13]. The catalyst class is: 595. (3) Reactant: [Cl:1][C:2]1[CH:3]=[C:4]2[C:8](=[CH:9][CH:10]=1)[NH:7][C:6]([C:11]([OH:13])=O)=[CH:5]2.[NH2:14][C@@H:15]1[CH2:23][C:22]2[C:17](=[CH:18][CH:19]=[CH:20][CH:21]=2)[C@H:16]1[NH:24][C:25](=[O:31])[O:26][C:27]([CH3:30])([CH3:29])[CH3:28].CCN(C(C)C)C(C)C.C1C=CC2N(O)N=NC=2C=1.CCN=C=NCCCN(C)C. The catalyst class is: 2. Product: [Cl:1][C:2]1[CH:3]=[C:4]2[C:8](=[CH:9][CH:10]=1)[NH:7][C:6]([C:11]([NH:14][C@@H:15]1[CH2:23][C:22]3[C:17](=[CH:18][CH:19]=[CH:20][CH:21]=3)[C@H:16]1[NH:24][C:25](=[O:31])[O:26][C:27]([CH3:29])([CH3:28])[CH3:30])=[O:13])=[CH:5]2. (4) Reactant: [C:1]([C:3]1[CH:8]=[CH:7][CH:6]=[CH:5][C:4]=1[C:9]1[CH:14]=[CH:13][C:12]([CH2:15][C:16]2[C:21](=[O:22])[N:20]([C:23]3[CH:36]=[CH:35][C:26]([O:27][C:28]([CH3:34])([CH3:33])[C:29](OC)=[O:30])=[CH:25][CH:24]=3)[C:19]([CH3:37])=[N:18][C:17]=2[CH2:38][CH2:39][CH3:40])=[CH:11][CH:10]=1)#[N:2].C(OCC)(=O)C.O. Product: [OH:30][CH2:29][C:28]([CH3:33])([CH3:34])[O:27][C:26]1[CH:35]=[CH:36][C:23]([N:20]2[C:21](=[O:22])[C:16]([CH2:15][C:12]3[CH:13]=[CH:14][C:9]([C:4]4[C:3]([C:1]#[N:2])=[CH:8][CH:7]=[CH:6][CH:5]=4)=[CH:10][CH:11]=3)=[C:17]([CH2:38][CH2:39][CH3:40])[N:18]=[C:19]2[CH3:37])=[CH:24][CH:25]=1. The catalyst class is: 7. (5) Reactant: [NH2:1][C:2]1[CH:9]=[CH:8][C:5]([C:6]#[N:7])=[CH:4][C:3]=1[NH:10][C:11]1[N:19]=[C:18]2[C:14]([NH:15][C:16](=[O:20])[NH:17]2)=[C:13]([Cl:21])[N:12]=1.CO.[CH3:24]OC(OC)OC.C1(C)C=CC(S(O)(=O)=O)=CC=1. Product: [Cl:21][C:13]1[N:12]=[C:11]([N:10]2[C:3]3[CH:4]=[C:5]([C:6]#[N:7])[CH:8]=[CH:9][C:2]=3[N:1]=[CH:24]2)[N:19]=[C:18]2[C:14]=1[NH:15][C:16](=[O:20])[NH:17]2. The catalyst class is: 16. (6) The catalyst class is: 5. Reactant: [NH2:1][CH2:2][C:3]1[NH:4][C:5](=[O:26])[C:6]2[C:7](=[N:9][N:10]([CH2:19][C:20]3[CH:25]=[CH:24][CH:23]=[CH:22][CH:21]=3)[C:11]=2[NH:12][C:13]2[CH:18]=[CH:17][CH:16]=[CH:15][CH:14]=2)[N:8]=1.C([BH3-])#N.[Na+].[Cl:31][CH2:32][CH:33]=O. Product: [CH2:19]([N:10]1[C:11]([NH:12][C:13]2[CH:18]=[CH:17][CH:16]=[CH:15][CH:14]=2)=[C:6]2[C:7]([N:8]=[C:3]([CH2:2][NH:1][CH2:33][CH2:32][Cl:31])[NH:4][C:5]2=[O:26])=[N:9]1)[C:20]1[CH:21]=[CH:22][CH:23]=[CH:24][CH:25]=1. (7) Reactant: Cl.[NH2:2][C@H:3]1[CH2:7][CH2:6][CH2:5][C@@H:4]1[OH:8].[H-].[Na+].[O:11]1[C:15]2[CH:16]=[CH:17][CH:18]=[CH:19][C:14]=2[CH:13]=[C:12]1[C:20]1[N:24]2[N:25]=[C:26](Cl)[CH:27]=[CH:28][C:23]2=[N:22][CH:21]=1. Product: [O:11]1[C:15]2[CH:16]=[CH:17][CH:18]=[CH:19][C:14]=2[CH:13]=[C:12]1[C:20]1[N:24]2[N:25]=[C:26]([O:8][C@H:4]3[CH2:5][CH2:6][CH2:7][C@@H:3]3[NH2:2])[CH:27]=[CH:28][C:23]2=[N:22][CH:21]=1. The catalyst class is: 3. (8) Reactant: [C:1]1([C:14]2[CH:19]=[CH:18][CH:17]=[CH:16][CH:15]=2)[CH:6]=[CH:5][CH:4]=[CH:3][C:2]=1[CH:7]([CH3:13])[C:8]([O:10]CC)=[O:9].O.[OH-].[Li+]. Product: [C:1]1([C:14]2[CH:15]=[CH:16][CH:17]=[CH:18][CH:19]=2)[CH:6]=[CH:5][CH:4]=[CH:3][C:2]=1[CH:7]([CH3:13])[C:8]([OH:10])=[O:9]. The catalyst class is: 278. (9) Reactant: [CH3:1][O:2][C:3]1([O:25][CH3:26])[CH2:8][CH2:7][N:6]([C:9]2[CH:14]=[CH:13][C:12]([N:15]3[CH2:19][C@H:18]([CH2:20]N)[O:17][C:16]3=[O:22])=[CH:11][C:10]=2[F:23])[CH2:5][CH:4]1[F:24].[N:27]1C=CC=[CH:29][CH:28]=1.C(OC(=O)C)(=[O:35])C. Product: [CH3:1][O:2][C:3]1([O:25][CH3:26])[CH2:8][CH2:7][N:6]([C:9]2[CH:14]=[CH:13][C:12]([N:15]3[CH2:19][C@H:18]([CH2:20][CH2:29][C:28]([NH2:27])=[O:35])[O:17][C:16]3=[O:22])=[CH:11][C:10]=2[F:23])[CH2:5][CH:4]1[F:24]. The catalyst class is: 13.